From a dataset of Merck oncology drug combination screen with 23,052 pairs across 39 cell lines. Regression. Given two drug SMILES strings and cell line genomic features, predict the synergy score measuring deviation from expected non-interaction effect. (1) Drug 2: COC1=C2CC(C)CC(OC)C(O)C(C)C=C(C)C(OC(N)=O)C(OC)C=CC=C(C)C(=O)NC(=CC1=O)C2=O. Drug 1: CN1C(=O)C=CC2(C)C3CCC4(C)C(NC(=O)OCC(F)(F)F)CCC4C3CCC12. Synergy scores: synergy=14.2. Cell line: HCT116. (2) Drug 1: N#Cc1ccc(Cn2cncc2CN2CCN(c3cccc(Cl)c3)C(=O)C2)cc1. Drug 2: Nc1ccn(C2OC(CO)C(O)C2(F)F)c(=O)n1. Cell line: ZR751. Synergy scores: synergy=-2.13.